Dataset: Reaction yield outcomes from USPTO patents with 853,638 reactions. Task: Predict the reaction yield, written as a fraction of the theoretical maximum amount of product (1.0 means a 100% yield; for example, 0.34 means a 34% yield). The product is [OH:36][C:25]1[C:24](=[O:23])[N:13]([C:14]2[N:15]=[N:16][C:17]([CH3:20])=[CH:18][CH:19]=2)[CH:7]([C:6]2[CH:9]=[CH:10][C:3]([C:2]([F:12])([F:11])[F:1])=[CH:4][CH:5]=2)[C:26]=1[C:27](=[O:35])[C:28]1[CH:33]=[CH:32][C:31]([CH3:34])=[CH:30][CH:29]=1. The yield is 0.420. No catalyst specified. The reactants are [F:1][C:2]([F:12])([F:11])[C:3]1[CH:10]=[CH:9][C:6]([CH:7]=O)=[CH:5][CH:4]=1.[NH2:13][C:14]1[N:15]=[N:16][C:17]([CH3:20])=[CH:18][CH:19]=1.C([O:23][C:24](=O)[C:25]([OH:36])=[CH:26][C:27](=[O:35])[C:28]1[CH:33]=[CH:32][C:31]([CH3:34])=[CH:30][CH:29]=1)C.